This data is from Full USPTO retrosynthesis dataset with 1.9M reactions from patents (1976-2016). The task is: Predict the reactants needed to synthesize the given product. Given the product [Br:5][C:6]1[CH:14]=[C:10]([OH:11])[C:9]([OH:13])=[CH:8][C:7]=1[C:15]([O:17][CH3:18])=[O:16], predict the reactants needed to synthesize it. The reactants are: B(Cl)(Cl)Cl.[Br:5][C:6]1[C:7]([C:15]([O:17][CH3:18])=[O:16])=[CH:8][C:9]2[O:13]C[O:11][C:10]=2[CH:14]=1.CO.